This data is from M1 muscarinic receptor antagonist screen with 61,756 compounds. The task is: Binary Classification. Given a drug SMILES string, predict its activity (active/inactive) in a high-throughput screening assay against a specified biological target. (1) The molecule is Brc1ccc(c2onc(C(=O)Nc3sc(N4CCCCCC4)nn3)c2)cc1. The result is 0 (inactive). (2) The compound is O1C(N(c2c(C1=O)cccc2)C(=O)C)c1c(OC(=O)C)cccc1. The result is 0 (inactive). (3) The drug is S(=O)(=O)(CCC(=O)N1CC(=O)N(CCc2ccccc2)C(=O)C1)c1c2nsnc2ccc1. The result is 0 (inactive). (4) The compound is s1c2n(c(c1)C)c(=O)c(cn2)C(=O)Nc1scc(n1)CC(OCC)=O. The result is 0 (inactive).